Dataset: Peptide-MHC class I binding affinity with 185,985 pairs from IEDB/IMGT. Task: Regression. Given a peptide amino acid sequence and an MHC pseudo amino acid sequence, predict their binding affinity value. This is MHC class I binding data. (1) The peptide sequence is FYRSGTETK. The MHC is HLA-A24:02 with pseudo-sequence HLA-A24:02. The binding affinity (normalized) is 0. (2) The peptide sequence is KSKPRIHGY. The MHC is HLA-B57:01 with pseudo-sequence HLA-B57:01. The binding affinity (normalized) is 0.525. (3) The peptide sequence is MVRQMRAAL. The MHC is HLA-C06:02 with pseudo-sequence HLA-C06:02. The binding affinity (normalized) is 0.421.